The task is: Predict the reaction yield, written as a fraction of the theoretical maximum amount of product (1.0 means a 100% yield; for example, 0.34 means a 34% yield).. This data is from Reaction yield outcomes from USPTO patents with 853,638 reactions. The yield is 0.410. The product is [CH3:1][O:2][C:3]1[CH:4]=[C:5]2[C:9](=[CH:10][CH:11]=1)[N:8]([C:15]1[C:16]3[CH:24]=[C:23]([CH3:25])[O:22][C:17]=3[N:18]=[C:19]([CH3:21])[N:20]=1)[CH:7]=[CH:6]2. The catalyst is CN(C=O)C. The reactants are [CH3:1][O:2][C:3]1[CH:4]=[C:5]2[C:9](=[CH:10][CH:11]=1)[NH:8][CH:7]=[CH:6]2.[H-].[Na+].Cl[C:15]1[C:16]2[CH:24]=[C:23]([CH3:25])[O:22][C:17]=2[N:18]=[C:19]([CH3:21])[N:20]=1.Cl.